From a dataset of Forward reaction prediction with 1.9M reactions from USPTO patents (1976-2016). Predict the product of the given reaction. (1) Given the reactants [NH2:1][CH:2]([CH2:6][CH:7]1[CH2:11][CH2:10][CH2:9][CH2:8]1)[C:3]([OH:5])=O.Cl[C:13]1[N:18]=[C:17]([CH3:19])[C:16]([N+:20]([O-:22])=[O:21])=[CH:15][CH:14]=1.CCN(C(C)C)C(C)C, predict the reaction product. The product is: [CH:7]1([CH2:6][CH:2]([NH:1][C:13]2[CH:14]=[CH:15][C:16]([N+:20]([O-:22])=[O:21])=[C:17]([CH3:19])[N:18]=2)[CH2:3][OH:5])[CH2:11][CH2:10][CH2:9][CH2:8]1. (2) Given the reactants [H-].[Na+].[CH2:3]([OH:6])[C:4]#[CH:5].[Cl:7][C:8]1[CH:9]=[C:10]([F:15])[C:11](F)=[N:12][CH:13]=1.O, predict the reaction product. The product is: [Cl:7][C:8]1[CH:9]=[C:10]([F:15])[C:11]([O:6][CH2:3][C:4]#[CH:5])=[N:12][CH:13]=1. (3) Given the reactants [F:1][C:2]1[CH:7]=[CH:6][C:5]([OH:8])=[C:4]([O:9][CH3:10])[CH:3]=1.Br[C:12]1[CH:32]=[CH:31][CH:30]=[CH:29][C:13]=1[C:14]([NH:16][C:17]1[CH:22]=[CH:21][CH:20]=[CH:19][C:18]=1/[CH:23]=[CH:24]/[C:25]([O:27][CH3:28])=[O:26])=[O:15].C([O-])([O-])=O.[K+].[K+].CCOC(C)=O, predict the reaction product. The product is: [F:1][C:2]1[CH:7]=[CH:6][C:5]([O:8][C:29]2[CH:30]=[CH:31][CH:32]=[CH:12][C:13]=2[C:14]([NH:16][C:17]2[CH:22]=[CH:21][CH:20]=[CH:19][C:18]=2/[CH:23]=[CH:24]/[C:25]([O:27][CH3:28])=[O:26])=[O:15])=[C:4]([O:9][CH3:10])[CH:3]=1. (4) The product is: [ClH:19].[Cl:19][C:16]1[CH:17]=[CH:18][C:11]2[CH2:10][CH2:9][NH:8][CH2:14][CH2:13][C:12]=2[C:15]=1[S:20][CH2:21][C:22]1[CH:27]=[CH:26][C:25]([C:28](=[O:30])[NH:31][CH2:32][CH:33]2[CH2:38][CH2:37][CH2:36][CH2:35][CH2:34]2)=[CH:24][N:23]=1. Given the reactants C(OC([N:8]1[CH2:14][CH2:13][C:12]2[C:15]([S:20][CH2:21][C:22]3[CH:27]=[CH:26][C:25]([C:28]([OH:30])=O)=[CH:24][N:23]=3)=[C:16]([Cl:19])[CH:17]=[CH:18][C:11]=2[CH2:10][CH2:9]1)=O)(C)(C)C.[NH2:31][CH2:32][CH:33]1[CH2:38][CH2:37][CH2:36][CH2:35][CH2:34]1, predict the reaction product.